This data is from CYP2C19 inhibition data for predicting drug metabolism from PubChem BioAssay. The task is: Regression/Classification. Given a drug SMILES string, predict its absorption, distribution, metabolism, or excretion properties. Task type varies by dataset: regression for continuous measurements (e.g., permeability, clearance, half-life) or binary classification for categorical outcomes (e.g., BBB penetration, CYP inhibition). Dataset: cyp2c19_veith. (1) The drug is COc1cccc(/C(O)=C2/C(=O)C(=O)N(c3cc(C)on3)C2c2cccs2)c1. The result is 0 (non-inhibitor). (2) The compound is CN1CCCC[C@@H]1CCN1CCCCC1. The result is 0 (non-inhibitor). (3) The molecule is O=C(c1csnn1)N1CCC2(CC1)CCN(c1ncccn1)CC2. The result is 0 (non-inhibitor). (4) The drug is CCCCCOC(=O)CSc1nnc(-c2ccccc2)c(=O)[nH]1. The result is 1 (inhibitor). (5) The compound is Cn1cc(-c2nc3cncnc3n(Cc3ccccc3Cl)c2=O)c2ccccc21. The result is 0 (non-inhibitor). (6) The compound is COc1ncnc(NS(=O)(=O)c2ccc(N)cc2)c1OC. The result is 0 (non-inhibitor). (7) The compound is COC(=O)Nc1ccc2[nH]cc(CCNC(C)=O)c2c1. The result is 0 (non-inhibitor).